From a dataset of Peptide-MHC class I binding affinity with 185,985 pairs from IEDB/IMGT. Regression. Given a peptide amino acid sequence and an MHC pseudo amino acid sequence, predict their binding affinity value. This is MHC class I binding data. (1) The peptide sequence is ALYLLDGLR. The MHC is HLA-B27:05 with pseudo-sequence HLA-B27:05. The binding affinity (normalized) is 0.0847. (2) The peptide sequence is YALTEYHAM. The binding affinity (normalized) is 0.0847. The MHC is HLA-A02:19 with pseudo-sequence HLA-A02:19.